Binary Classification. Given a drug SMILES string, predict its activity (active/inactive) in a high-throughput screening assay against a specified biological target. From a dataset of Cav3 T-type calcium channel HTS with 100,875 compounds. (1) The compound is o1nc(cc1c1c(OC)ccc(OC)c1)C(=O)NCc1occc1. The result is 0 (inactive). (2) The compound is Clc1c(c2noc(c2C(=O)NCc2ncccc2)C)c(F)ccc1. The result is 0 (inactive). (3) The compound is s1c(C2n3[nH]cnc3=NC=3CC(CC(=O)C23)(C)C)c(cc1)C. The result is 0 (inactive). (4) The compound is O(c1c2c(n(c(=O)c1)C)cccc2)CC(=O)NCCOC. The result is 0 (inactive). (5) The molecule is S(=O)(=O)(N(CC(=O)Nc1cc2c(cc1)cccc2)c1ccccc1)N(C)C. The result is 1 (active).